This data is from Forward reaction prediction with 1.9M reactions from USPTO patents (1976-2016). The task is: Predict the product of the given reaction. The product is: [CH2:47]([C@:42]1([CH3:41])[C:43](=[O:44])[N:20]([C:21]2[CH:22]=[CH:23][C:24]([O:27][C:28]3[CH:35]=[CH:34][C:31]([C:32]#[N:33])=[C:30]([O:36][CH:37]([CH3:39])[CH3:38])[CH:29]=3)=[N:25][CH:26]=2)[C:6](=[O:12])[NH:49]1)[CH3:48]. Given the reactants ClC(O[C:6](=[O:12])OC(Cl)(Cl)Cl)(Cl)Cl.C(N(CC)CC)C.[NH2:20][C:21]1[CH:22]=[CH:23][C:24]([O:27][C:28]2[CH:35]=[CH:34][C:31]([C:32]#[N:33])=[C:30]([O:36][CH:37]([CH3:39])[CH3:38])[CH:29]=2)=[N:25][CH:26]=1.[Cl-].[CH3:41][C@@:42]([NH3+:49])([CH2:47][CH3:48])[C:43](OC)=[O:44].C[O-].[Na+], predict the reaction product.